This data is from Catalyst prediction with 721,799 reactions and 888 catalyst types from USPTO. The task is: Predict which catalyst facilitates the given reaction. (1) Reactant: C(OC(=O)[NH:7][C:8]1([C:12]2[CH:17]=[CH:16][C:15]([C:18]3[N:22]=[C:21]([C:23]4[CH:28]=[CH:27][C:26]([O:29][CH:30]([CH3:32])[CH3:31])=[C:25]([C:33]#[N:34])[CH:24]=4)[O:20][N:19]=3)=[CH:14][CH:13]=2)[CH2:11][O:10][CH2:9]1)(C)(C)C.C(O)(C(F)(F)F)=O.Cl. Product: [NH2:7][C:8]1([C:12]2[CH:13]=[CH:14][C:15]([C:18]3[N:22]=[C:21]([C:23]4[CH:28]=[CH:27][C:26]([O:29][CH:30]([CH3:32])[CH3:31])=[C:25]([CH:24]=4)[C:33]#[N:34])[O:20][N:19]=3)=[CH:16][CH:17]=2)[CH2:9][O:10][CH2:11]1. The catalyst class is: 27. (2) Reactant: CCN(C(C)C)C(C)C.[F:10][C:11]1[CH:12]=[C:13]([N:17]2[CH:21]=[C:20]([C:22]([OH:24])=O)[N:19]=[N:18]2)[CH:14]=[CH:15][CH:16]=1.FC1C=C(C=CC=1)N.C1C=CC2N(O)N=NC=2C=1.CCN=C=NCCCN(C)C.Cl.[NH2:55][CH2:56][C:57]([N:59]1[CH2:64][CH2:63][CH:62]([O:65][C:66]2[CH:71]=[C:70]([F:72])[CH:69]=[CH:68][C:67]=2[Cl:73])[CH2:61][CH2:60]1)=[O:58]. Product: [Cl:73][C:67]1[CH:68]=[CH:69][C:70]([F:72])=[CH:71][C:66]=1[O:65][CH:62]1[CH2:63][CH2:64][N:59]([C:57](=[O:58])[CH2:56][NH:55][C:22]([C:20]2[N:19]=[N:18][N:17]([C:13]3[CH:14]=[CH:15][CH:16]=[C:11]([F:10])[CH:12]=3)[CH:21]=2)=[O:24])[CH2:60][CH2:61]1. The catalyst class is: 18. (3) Reactant: Cl[C:2]1[C:11]2[C:6](=[CH:7][C:8]([O:14][CH3:15])=[C:9]([O:12][CH3:13])[CH:10]=2)[N:5]=[CH:4][N:3]=1.[C:16]([O:24][C:25]1[CH:30]=[CH:29][C:28]([OH:31])=[CH:27][CH:26]=1)(=[O:23])[C:17]1[CH:22]=[CH:21][CH:20]=[CH:19][CH:18]=1.C(=O)([O-])O.[Na+]. Product: [C:16]([O:24][C:25]1[CH:26]=[CH:27][C:28]([O:31][C:2]2[C:11]3[C:6](=[CH:7][C:8]([O:14][CH3:15])=[C:9]([O:12][CH3:13])[CH:10]=3)[N:5]=[CH:4][N:3]=2)=[CH:29][CH:30]=1)(=[O:23])[C:17]1[CH:18]=[CH:19][CH:20]=[CH:21][CH:22]=1. The catalyst class is: 159. (4) Reactant: C(NC(C)C)(C)C.[Li]CCCC.[F:13][C:14]1[C:19]([F:20])=[CH:18][C:17]([F:21])=[CH:16][N:15]=1.[C:22]([Si:26](Cl)([CH3:28])[CH3:27])([CH3:25])([CH3:24])[CH3:23].[Cl-].[NH4+]. Product: [Si:26]([C:18]1[C:17]([F:21])=[CH:16][N:15]=[C:14]([F:13])[C:19]=1[F:20])([C:22]([CH3:25])([CH3:24])[CH3:23])([CH3:28])[CH3:27]. The catalyst class is: 20. (5) Reactant: [F:1][C:2]([F:25])([F:24])[C:3]1[N:7]2[N:8]=[C:9]([N:12]3[CH2:17][CH:16]=[C:15]([C:18]4[CH:19]=[N:20][CH:21]=[CH:22][CH:23]=4)[CH2:14][CH2:13]3)[CH:10]=[CH:11][C:6]2=[N:5][N:4]=1. Product: [N:20]1[CH:21]=[CH:22][CH:23]=[C:18]([CH:15]2[CH2:16][CH2:17][N:12]([C:9]3[CH:10]=[CH:11][C:6]4[N:7]([C:3]([C:2]([F:25])([F:1])[F:24])=[N:4][N:5]=4)[N:8]=3)[CH2:13][CH2:14]2)[CH:19]=1. The catalyst class is: 43. (6) Reactant: [Cl:1][C:2]1[CH:3]=[C:4]2[C:8](=[CH:9][C:10]=1[Cl:11])[N:7]([C@@H:12]1[O:18][C@H:17]([CH2:19][O:20]C(=O)C)[C@@H:15]([OH:16])[C@H:13]1[OH:14])[C:6]([Br:24])=[C:5]2[CH:25]=[O:26].C[O-].[Na+].CO.O. Product: [Cl:1][C:2]1[CH:3]=[C:4]2[C:8](=[CH:9][C:10]=1[Cl:11])[N:7]([C@@H:12]1[O:18][C@H:17]([CH2:19][OH:20])[C@@H:15]([OH:16])[C@H:13]1[OH:14])[C:6]([Br:24])=[C:5]2[CH:25]=[O:26]. The catalyst class is: 5. (7) Reactant: [Cl:1][C:2]1[CH:7]=[C:6]([Cl:8])[CH:5]=[CH:4][C:3]=1[S:9]([N:12]([CH3:26])[CH2:13][CH:14]([O:24][CH3:25])[CH2:15][NH:16][C:17](=[O:23])OC(C)(C)C)(=[O:11])=[O:10].Cl.O1CCOCC1.[S:34]1[C:38]2[CH:39]=[CH:40][CH:41]=[CH:42][C:37]=2[CH:36]=[C:35]1[C:43]([NH:45][C@H:46](C(O)=O)[CH2:47][CH:48]([CH3:50])[CH3:49])=[O:44].C1C=C2C(N(O)N=NC2=CC=1)=O.CN1CCOCC1.CCN=C=NCCCN(C)C.Cl. Product: [Cl:1][C:2]1[CH:7]=[C:6]([Cl:8])[CH:5]=[CH:4][C:3]=1[S:9]([N:12]([CH3:26])[CH2:13][CH:14]([O:24][CH3:25])[CH2:15][NH:16][C:17]([C@@H:46]([NH:45][C:43]([C:35]1[S:34][C:38]2[CH:39]=[CH:40][CH:41]=[CH:42][C:37]=2[CH:36]=1)=[O:44])[CH2:47][CH:48]([CH3:50])[CH3:49])=[O:23])(=[O:10])=[O:11]. The catalyst class is: 4. (8) Reactant: [O-:1][CH2:2][CH3:3].[Na+].[Cl:5][C:6]1[CH:11]=[CH:10][C:9]([N+:12]([O-:14])=[O:13])=[C:8](F)[CH:7]=1. Product: [Cl:5][C:6]1[CH:11]=[CH:10][C:9]([N+:12]([O-:14])=[O:13])=[C:8]([O:1][CH2:2][CH3:3])[CH:7]=1. The catalyst class is: 8.